This data is from Reaction yield outcomes from USPTO patents with 853,638 reactions. The task is: Predict the reaction yield, written as a fraction of the theoretical maximum amount of product (1.0 means a 100% yield; for example, 0.34 means a 34% yield). (1) The reactants are [NH2:1][C:2]1[N:7]=[CH:6][N:5]=[C:4]([N:8]2[CH2:13][CH2:12][N:11]([CH2:14][C:15]3[CH:20]=[C:19]([Cl:21])[C:18]([Cl:22])=[CH:17][C:16]=3[OH:23])[CH2:10][CH2:9]2)[C:3]=1[C:24]1[CH:29]=[CH:28][C:27]([F:30])=[CH:26][CH:25]=1.C(OC([N:38]1[CH2:41][CH:40](I)[CH2:39]1)=O)(C)(C)C.C(=O)([O-])[O-].[Cs+].[Cs+].O. The catalyst is CN(C=O)C. The product is [NH:38]1[CH2:41][CH:40]([O:23][C:16]2[CH:17]=[C:18]([Cl:22])[C:19]([Cl:21])=[CH:20][C:15]=2[CH2:14][N:11]2[CH2:12][CH2:13][N:8]([C:4]3[N:5]=[CH:6][N:7]=[C:2]([NH2:1])[C:3]=3[C:24]3[CH:29]=[CH:28][C:27]([F:30])=[CH:26][CH:25]=3)[CH2:9][CH2:10]2)[CH2:39]1. The yield is 0.336. (2) The reactants are [CH:1]1[CH:15]=[C:14]2[C:4]([CH:5]([OH:16])[C:6]3[C:11]([CH:12]=[CH:13]2)=[CH:10][CH:9]=[CH:8][CH:7]=3)=[CH:3][CH:2]=1.[H-].[Na+].[C:19]([O:23]C(=O)CBr)(C)(C)[CH3:20].[H-].[Al+3].[Li+].[H-].[H-].[H-]. The catalyst is C1COCC1.CCOCC. The product is [CH:15]1[C:14]2[CH:13]=[CH:12][C:11]3[CH:10]=[CH:9][CH:8]=[CH:7][C:6]=3[CH:5]([O:16][CH2:20][CH2:19][OH:23])[C:4]=2[CH:3]=[CH:2][CH:1]=1. The yield is 0.500. (3) The reactants are [Cl:1][C:2]1[CH:10]=[C:9]([I:11])[CH:8]=[CH:7][C:3]=1[C:4](O)=[O:5].O.C(=O)([O-])O.[Na+]. The catalyst is O1CCCC1. The product is [Cl:1][C:2]1[CH:10]=[C:9]([I:11])[CH:8]=[CH:7][C:3]=1[CH2:4][OH:5]. The yield is 1.00. (4) The reactants are C(=O)(O)[O-].[Na+].Cl.Cl.[CH3:8][C@@H:9]1[CH2:14][NH:13][CH2:12][CH2:11][N:10]1[C:15]1[N:20]=[CH:19][C:18]([OH:21])=[CH:17][N:16]=1.[N:22]#[C:23]Br. The catalyst is O.C(Cl)Cl. The product is [OH:21][C:18]1[CH:19]=[N:20][C:15]([N:10]2[CH2:11][CH2:12][N:13]([C:23]#[N:22])[CH2:14][C@H:9]2[CH3:8])=[N:16][CH:17]=1. The yield is 0.590. (5) The reactants are Br[C:2]1[CH:3]=[C:4]2[C:10]([CH3:11])=[N:9][N:8]([CH:12]3[CH2:17][CH2:16][CH2:15][CH2:14][O:13]3)[C:5]2=[CH:6][N:7]=1.[N:18]1[CH:23]=[C:22](B(O)O)[CH:21]=[N:20][CH:19]=1.C([O-])(=O)C.[K+].O. The catalyst is C(=O)([O-])[O-].[Na+].[Na+].C1C=CC(P(C2C=CC=CC=2)[C-]2C=CC=C2)=CC=1.C1C=CC(P(C2C=CC=CC=2)[C-]2C=CC=C2)=CC=1.Cl[Pd]Cl.[Fe+2].C(#N)C. The product is [CH3:11][C:10]1[C:4]2[C:5](=[CH:6][N:7]=[C:2]([C:19]3[N:20]=[CH:21][CH:22]=[CH:23][N:18]=3)[CH:3]=2)[N:8]([CH:12]2[CH2:17][CH2:16][CH2:15][CH2:14][O:13]2)[N:9]=1. The yield is 0.955. (6) The catalyst is CO. The yield is 0.970. The reactants are C1([O:7][C:8](=[O:26])[CH:9]([N:16]2[C:21](=[S:22])[C:20]3[CH:23]=[N:24][NH:25][C:19]=3[N:18]=[CH:17]2)[C:10]2[CH:15]=[CH:14][CH:13]=[CH:12][CH:11]=2)CCCCC1.[OH-].[K+]. The product is [C:10]1([CH:9]([N:16]2[C:21](=[S:22])[C:20]3[CH:23]=[N:24][NH:25][C:19]=3[N:18]=[CH:17]2)[C:8]([OH:26])=[O:7])[CH:15]=[CH:14][CH:13]=[CH:12][CH:11]=1. (7) The reactants are [C:1]1([CH2:7][C:8](Cl)=[O:9])[CH:6]=[CH:5][CH:4]=[CH:3][CH:2]=1.[S-:11][C:12]#[N:13].[K+].[NH2:15][C:16]1[CH:42]=[CH:41][C:19]([O:20][C:21]2[N:26]=[CH:25][N:24]=[C:23]([NH:27][C:28]([N:30]3[CH2:35][CH2:34][CH:33]([N:36]4[CH2:40][CH2:39][CH2:38][CH2:37]4)[CH2:32][CH2:31]3)=[O:29])[CH:22]=2)=[C:18]([F:43])[CH:17]=1.CCCCCC. The catalyst is C(#N)C.C(OCC)C. The product is [F:43][C:18]1[CH:17]=[C:16]([NH:15][C:12]([NH:13][C:8](=[O:9])[CH2:7][C:1]2[CH:6]=[CH:5][CH:4]=[CH:3][CH:2]=2)=[S:11])[CH:42]=[CH:41][C:19]=1[O:20][C:21]1[N:26]=[CH:25][N:24]=[C:23]([NH:27][C:28]([N:30]2[CH2:35][CH2:34][CH:33]([N:36]3[CH2:40][CH2:39][CH2:38][CH2:37]3)[CH2:32][CH2:31]2)=[O:29])[CH:22]=1. The yield is 0.115. (8) The reactants are [NH2:1][C:2]1[C:10]2[C:5](=[N:6][CH:7]=[C:8]([Br:25])[C:9]=2[N:11]2[CH2:16][CH2:15][CH2:14][C@@H:13]([NH:17][C:18](=[O:24])[O:19][C:20]([CH3:23])([CH3:22])[CH3:21])[CH2:12]2)[NH:4][CH:3]=1.C([O:29][C@@H:30]([CH3:34])[C:31](O)=[O:32])(=O)C.C1N(P(Cl)(N2C(=O)OCC2)=O)C(=O)OC1.C(N(CC)CC)C.[Li+].[OH-]. The catalyst is C(Cl)Cl.CC#N.O.O. The product is [Br:25][C:8]1[C:9]([N:11]2[CH2:16][CH2:15][CH2:14][C@@H:13]([NH:17][C:18](=[O:24])[O:19][C:20]([CH3:21])([CH3:22])[CH3:23])[CH2:12]2)=[C:10]2[C:2]([NH:1][C:31](=[O:32])[C@@H:30]([OH:29])[CH3:34])=[CH:3][NH:4][C:5]2=[N:6][CH:7]=1. The yield is 0.510. (9) The reactants are [Cl:1][C:2]1[CH:3]=[CH:4][C:5]2[C:10](=[O:11])O[C:8]([C:12]3[CH:17]=[CH:16][CH:15]=[CH:14][C:13]=3[O:18]C(=O)C)=[N:7][C:6]=2[CH:22]=1.[F:23][C:24]1[CH:25]=[C:26]([CH2:30][CH2:31][NH2:32])[CH:27]=[CH:28][CH:29]=1. No catalyst specified. The product is [Cl:1][C:2]1[CH:22]=[C:6]2[C:5]([C:10](=[O:11])[N:32]([CH2:31][CH2:30][C:26]3[CH:27]=[CH:28][CH:29]=[C:24]([F:23])[CH:25]=3)[C:8]([C:12]3[CH:17]=[CH:16][CH:15]=[CH:14][C:13]=3[OH:18])=[N:7]2)=[CH:4][CH:3]=1. The yield is 0.500.